Dataset: Full USPTO retrosynthesis dataset with 1.9M reactions from patents (1976-2016). Task: Predict the reactants needed to synthesize the given product. (1) The reactants are: [Cl:1][C:2]1[CH:3]=[CH:4][C:5]2[N:11]3[CH:12]=[CH:13][CH:14]=[C:10]3[C@@H:9]([CH2:15][C:16]([N:18]3[CH2:23][CH2:22][CH2:21][C@H:20]([C:24]([O:26]CC)=[O:25])[CH2:19]3)=[O:17])[O:8][C@H:7]([C:29]3[CH:34]=[CH:33][CH:32]=[C:31]([O:35][CH3:36])[C:30]=3[O:37][CH3:38])[C:6]=2[CH:39]=1.C(=O)([O-])[O-].[K+].[K+].Cl.C(OCC)(=O)C. Given the product [Cl:1][C:2]1[CH:3]=[CH:4][C:5]2[N:11]3[CH:12]=[CH:13][CH:14]=[C:10]3[C@@H:9]([CH2:15][C:16]([N:18]3[CH2:23][CH2:22][CH2:21][C@H:20]([C:24]([OH:26])=[O:25])[CH2:19]3)=[O:17])[O:8][C@H:7]([C:29]3[CH:34]=[CH:33][CH:32]=[C:31]([O:35][CH3:36])[C:30]=3[O:37][CH3:38])[C:6]=2[CH:39]=1, predict the reactants needed to synthesize it. (2) The reactants are: [Br:1][C:2]1[CH:21]=[C:20]([F:22])[C:5]([NH:6][C:7]2[C:16]3[C:11](=[CH:12][C:13]([OH:19])=[C:14]([O:17][CH3:18])[CH:15]=3)[N:10]=[CH:9][N:8]=2)=[C:4]([F:23])[CH:3]=1.[C:24]([O:28][C:29]([N:31]1[CH2:36][CH2:35][CH:34]([CH2:37]O)[CH2:33][CH2:32]1)=[O:30])([CH3:27])([CH3:26])[CH3:25]. Given the product [Br:1][C:2]1[CH:3]=[C:4]([F:23])[C:5]([NH:6][C:7]2[C:16]3[C:11](=[CH:12][C:13]([O:19][CH2:37][CH:34]4[CH2:35][CH2:36][N:31]([C:29]([O:28][C:24]([CH3:25])([CH3:27])[CH3:26])=[O:30])[CH2:32][CH2:33]4)=[C:14]([O:17][CH3:18])[CH:15]=3)[N:10]=[CH:9][N:8]=2)=[C:20]([F:22])[CH:21]=1, predict the reactants needed to synthesize it. (3) The reactants are: [Cl:1][C:2]1[CH:3]=[C:4]2[C:8](=[CH:9][CH:10]=1)[NH:7][C:6]([C:11]([NH:13][C@@H:14]1[CH2:23][C:22]3[C:17](=[CH:18][CH:19]=[CH:20][CH:21]=3)[NH:16][C:15]1=[O:24])=[O:12])=[CH:5]2.C(OC(N[C@@H]1CC2C(=CC=CC=2)NC1=O)=O)(C)(C)C. Given the product [Cl:1][C:2]1[CH:3]=[C:4]2[C:8](=[CH:9][CH:10]=1)[NH:7][C:6]([C:11]([NH:13][C@H:14]1[CH2:23][C:22]3[C:17](=[CH:18][CH:19]=[CH:20][CH:21]=3)[NH:16][C:15]1=[O:24])=[O:12])=[CH:5]2, predict the reactants needed to synthesize it. (4) Given the product [Br:1][C:2]1[C:3]([CH:9]=[O:10])=[N:4][C:5]([Cl:8])=[CH:6][CH:7]=1, predict the reactants needed to synthesize it. The reactants are: [Br:1][C:2]1[C:3]([CH2:9][OH:10])=[N:4][C:5]([Cl:8])=[CH:6][CH:7]=1. (5) Given the product [CH3:1][O:2][C:3]([C:5]1[C:6](=[O:17])[S:7][C:8]2[C:13]([C:14]=1[OH:15])=[CH:12][CH:11]=[C:10]([CH3:18])[CH:9]=2)=[O:4], predict the reactants needed to synthesize it. The reactants are: [CH3:1][O:2][C:3]([C:5]1[C:6](=[O:17])[S:7][C:8]2[C:13]([C:14]=1[OH:15])=[CH:12][CH:11]=[C:10](Br)[CH:9]=2)=[O:4].[CH3:18][Sn](C)(C)C. (6) Given the product [C:4]([O:3][C:1](=[O:2])[N:8]([CH:9]([C:11](=[O:13])[NH:86][CH:81]([C:80]([N:77]1[CH2:78][CH2:79][CH:60]2[N:59]([C:57](=[O:58])[CH2:56][NH:55][C:54]([O:53][CH2:46][C:47]3[CH:48]=[CH:49][CH:50]=[CH:51][CH:52]=3)=[O:88])[CH2:63][CH:62]([C:64](=[O:76])[NH:65][C:66]3[C:75]4[C:70](=[CH:71][CH:72]=[CH:73][CH:74]=4)[CH:69]=[CH:68][CH:67]=3)[CH:61]12)=[O:87])[C:82]([CH3:83])([CH3:84])[CH3:85])[CH3:10])[CH3:14])([CH3:5])([CH3:6])[CH3:7], predict the reactants needed to synthesize it. The reactants are: [C:1]([N:8]([CH3:14])[C@H:9]([C:11]([OH:13])=O)[CH3:10])([O:3][C:4]([CH3:7])([CH3:6])[CH3:5])=[O:2].CN(C(ON1N=NC2C=CC=NC1=2)=[N+](C)C)C.F[P-](F)(F)(F)(F)F.CN1CCOCC1.[CH2:46]([O:53][C:54](=[O:88])[NH:55][CH2:56][C:57]([N:59]1[CH2:63][CH:62]([C:64](=[O:76])[NH:65][C:66]2[C:75]3[C:70](=[CH:71][CH:72]=[CH:73][CH:74]=3)[CH:69]=[CH:68][CH:67]=2)[CH:61]2[N:77]([C:80](=[O:87])[CH:81]([NH2:86])[C:82]([CH3:85])([CH3:84])[CH3:83])[CH2:78][CH2:79][CH:60]12)=[O:58])[C:47]1[CH:52]=[CH:51][CH:50]=[CH:49][CH:48]=1.